Dataset: Catalyst prediction with 721,799 reactions and 888 catalyst types from USPTO. Task: Predict which catalyst facilitates the given reaction. (1) Reactant: [Cl:1][C:2]1[CH:3]=[C:4]([CH:7]=[C:8]([Cl:11])[C:9]=1[OH:10])[CH:5]=[O:6].[C:12]([O-])([O-])=O.[K+].[K+].CI. Product: [Cl:1][C:2]1[CH:3]=[C:4]([CH:7]=[C:8]([Cl:11])[C:9]=1[O:10][CH3:12])[CH:5]=[O:6]. The catalyst class is: 21. (2) Reactant: [CH:1]([C:3]12[CH2:13][CH:8]3[CH2:9][CH:10]([CH2:12][CH:5]([O:6][C:7]3=O)[CH2:4]1)[CH2:11]2)=[CH2:2].COC1C=CC(P2(=S)SP(=S)(C3C=CC(OC)=CC=3)[S:24]2)=CC=1. Product: [CH:1]([C:3]12[CH2:13][CH:8]3[CH2:9][CH:10]([CH2:12][CH:5]([O:6][C:7]3=[S:24])[CH2:4]1)[CH2:11]2)=[CH2:2]. The catalyst class is: 11. (3) The catalyst class is: 388. Product: [F:1][C:2]1[CH:7]=[CH:6][C:5]([N:8]2[C:16]3[C:11](=[CH:12][C:13]([CH:17]([C:19]4[CH:24]=[CH:23][CH:22]=[CH:21][CH:20]=4)[CH:28]([C:29]4[CH:34]=[CH:33][CH:32]=[CH:31][CH:30]=4)[C:27]([O:26][CH3:25])=[O:35])=[CH:14][CH:15]=3)[CH:10]=[N:9]2)=[CH:4][CH:3]=1. Reactant: [F:1][C:2]1[CH:7]=[CH:6][C:5]([N:8]2[C:16]3[C:11](=[CH:12][C:13]([CH:17]([C:19]4[CH:24]=[CH:23][CH:22]=[CH:21][CH:20]=4)O)=[CH:14][CH:15]=3)[CH:10]=[N:9]2)=[CH:4][CH:3]=1.[CH3:25][O:26][C:27]([O:35][Si](C)(C)C)=[CH:28][C:29]1[CH:34]=[CH:33][CH:32]=[CH:31][CH:30]=1. (4) Reactant: C([O:5][C:6]([C:8]1[C:9]([N:26]([CH3:28])[CH3:27])=[N:10][C:11]2[C:16]([C:17]=1[C:18]1[CH:23]=[CH:22][CH:21]=[C:20]([Cl:24])[CH:19]=1)=[CH:15][C:14]([Cl:25])=[CH:13][CH:12]=2)=[O:7])(C)(C)C.Cl. Product: [Cl:25][C:14]1[CH:15]=[C:16]2[C:11](=[CH:12][CH:13]=1)[N:10]=[C:9]([N:26]([CH3:27])[CH3:28])[C:8]([C:6]([OH:7])=[O:5])=[C:17]2[C:18]1[CH:23]=[CH:22][CH:21]=[C:20]([Cl:24])[CH:19]=1. The catalyst class is: 12. (5) Reactant: C([O-])(=O)C.[NH4+].[C:6]([N:11]1[CH2:16][CH2:15][C:14](=O)[CH:13]([CH3:18])[CH2:12]1)([O:8][CH2:9][CH3:10])=[O:7].C([BH3-])#[N:20].[Na+]. The catalyst class is: 5. Product: [NH2:20][CH:14]1[CH2:15][CH2:16][N:11]([C:6]([O:8][CH2:9][CH3:10])=[O:7])[CH2:12][CH:13]1[CH3:18]. (6) Reactant: [N:1]([C@@H:4]([C@H:31]([C:39]1[CH:44]=[C:43]([F:45])[CH:42]=[C:41]([F:46])[CH:40]=1)[C:32]1[CH:37]=[CH:36][C:35]([F:38])=[CH:34][CH:33]=1)[C:5]([NH:7][C:8]1[CH:9]=[N:10][CH:11]=[C:12]([F:30])[C:13]=1[CH2:14][CH2:15][C@H:16]1[CH2:20][O:19]C(C)(C)[N:17]1C(OC(C)(C)C)=O)=[O:6])=[N+:2]=[N-:3].FC(F)(F)C(O)=O.O. Product: [NH2:17][C@H:16]([CH2:20][OH:19])[CH2:15][CH2:14][C:13]1[C:12]([F:30])=[CH:11][N:10]=[CH:9][C:8]=1[NH:7][C:5](=[O:6])[C@@H:4]([N:1]=[N+:2]=[N-:3])[C@H:31]([C:39]1[CH:44]=[C:43]([F:45])[CH:42]=[C:41]([F:46])[CH:40]=1)[C:32]1[CH:33]=[CH:34][C:35]([F:38])=[CH:36][CH:37]=1. The catalyst class is: 4. (7) Reactant: Br[C:2]1[CH:3]=[N:4][N:5]([C:9]2[CH:24]=[CH:23][C:12]([C:13]([NH:15][CH2:16][CH:17]3[CH2:22][CH2:21][O:20][CH2:19][CH2:18]3)=[O:14])=[CH:11][N:10]=2)[C:6]=1[O:7][CH3:8].[CH3:25][C:26]1[CH:31]=[C:30](B(O)O)[CH:29]=[CH:28][N:27]=1.C(=O)(O)[O-].[Na+]. Product: [CH3:8][O:7][C:6]1[N:5]([C:9]2[CH:24]=[CH:23][C:12]([C:13]([NH:15][CH2:16][CH:17]3[CH2:22][CH2:21][O:20][CH2:19][CH2:18]3)=[O:14])=[CH:11][N:10]=2)[N:4]=[CH:3][C:2]=1[C:30]1[CH:29]=[CH:28][N:27]=[C:26]([CH3:25])[CH:31]=1. The catalyst class is: 669. (8) Reactant: [C:1]1(=O)[C:13]2[C:5]([C:6]3[C:11]([CH:12]=2)=[CH:10][CH:9]=[CH:8][CH:7]=3)=[CH:4][CH:3]=[CH:2]1.[NH3:15].[ClH:16]. Product: [ClH:16].[C:1]1(=[NH:15])[C:13]2[C:5]([C:6]3[C:11]([CH:12]=2)=[CH:10][CH:9]=[CH:8][CH:7]=3)=[CH:4][CH:3]=[CH:2]1. The catalyst class is: 27. (9) Reactant: [CH:1]1([C:4]2[N:5]=[CH:6][C:7]([O:10][C@@H:11]3[CH2:19][N:14]4[CH2:15][CH2:16][NH:17][CH2:18][C@@H:13]4[CH2:12]3)=[N:8][CH:9]=2)[CH2:3][CH2:2]1.[F:20][C:21]([F:33])([F:32])[C:22]1[CH:23]=[C:24]([S:28](Cl)(=[O:30])=[O:29])[CH:25]=[CH:26][CH:27]=1.C(N(CC)CC)C. Product: [CH:1]1([C:4]2[N:5]=[CH:6][C:7]([O:10][C@@H:11]3[CH2:19][N:14]4[CH2:15][CH2:16][N:17]([S:28]([C:24]5[CH:25]=[CH:26][CH:27]=[C:22]([C:21]([F:20])([F:32])[F:33])[CH:23]=5)(=[O:30])=[O:29])[CH2:18][C@@H:13]4[CH2:12]3)=[N:8][CH:9]=2)[CH2:3][CH2:2]1. The catalyst class is: 4.